From a dataset of Catalyst prediction with 721,799 reactions and 888 catalyst types from USPTO. Predict which catalyst facilitates the given reaction. (1) Reactant: Cl.[NH2:2][CH2:3][C:4]1[CH:9]=[CH:8][C:7]([N:10]2[C:14]3=[N:15][CH:16]=[CH:17][CH:18]=[C:13]3[N:12]=[C:11]2[C:19]2[C:20]([NH2:25])=[N:21][CH:22]=[CH:23][CH:24]=2)=[CH:6][CH:5]=1.C(N(C(C)C)CC)(C)C.[N:35]([C:38]1[CH:43]=[CH:42][C:41]([O:44][CH3:45])=[CH:40][CH:39]=1)=[C:36]=[O:37].O. Product: [NH2:25][C:20]1[C:19]([C:11]2[N:10]([C:7]3[CH:6]=[CH:5][C:4]([CH2:3][NH:2][C:36]([NH:35][C:38]4[CH:43]=[CH:42][C:41]([O:44][CH3:45])=[CH:40][CH:39]=4)=[O:37])=[CH:9][CH:8]=3)[C:14]3=[N:15][CH:16]=[CH:17][CH:18]=[C:13]3[N:12]=2)=[CH:24][CH:23]=[CH:22][N:21]=1. The catalyst class is: 2. (2) Reactant: F[C:2]1[CH:3]=[CH:4][C:5]([N+:8]([O-:10])=[O:9])=[N:6][CH:7]=1.[CH2:11]1[C:14]2([CH2:19][CH2:18][NH:17][CH2:16][CH2:15]2)[CH2:13][N:12]1[C:20]([O:22][C:23]([CH3:26])([CH3:25])[CH3:24])=[O:21].C([O-])([O-])=O.[K+].[K+]. Product: [C:23]([O:22][C:20]([N:12]1[CH2:13][C:14]2([CH2:19][CH2:18][N:17]([C:2]3[CH:7]=[N:6][C:5]([N+:8]([O-:10])=[O:9])=[CH:4][CH:3]=3)[CH2:16][CH2:15]2)[CH2:11]1)=[O:21])([CH3:26])([CH3:24])[CH3:25]. The catalyst class is: 16. (3) Product: [CH3:17][O:16][CH2:15][CH2:14][N:5]1[CH:4]([C:18]2[S:19][CH:20]=[CH:21][CH:22]=2)[CH:3]([CH:2]=[O:1])[C:12]2[C:7](=[CH:8][CH:9]=[CH:10][CH:11]=2)[C:6]1=[O:13]. Reactant: [OH:1][CH2:2][CH:3]1[C:12]2[C:7](=[CH:8][CH:9]=[CH:10][CH:11]=2)[C:6](=[O:13])[N:5]([CH2:14][CH2:15][O:16][CH3:17])[CH:4]1[C:18]1[S:19][CH:20]=[CH:21][CH:22]=1.CC(OI1(OC(C)=O)(OC(C)=O)OC(=O)C2C=CC=CC1=2)=O.C([O-])(O)=O.[Na+].[O-]S([O-])(=S)=O.[Na+].[Na+]. The catalyst class is: 4. (4) Reactant: [Br:1][C:2]1[CH:7]=[CH:6][C:5]([S:8](Cl)(=[O:10])=[O:9])=[CH:4][CH:3]=1.[S:12]1(=[O:19])(=[O:18])[CH2:16][CH2:15][CH:14]([NH2:17])[CH2:13]1. Product: [Br:1][C:2]1[CH:7]=[CH:6][C:5]([S:8]([NH:17][CH:14]2[CH2:15][CH2:16][S:12](=[O:19])(=[O:18])[CH2:13]2)(=[O:10])=[O:9])=[CH:4][CH:3]=1. The catalyst class is: 2. (5) Reactant: [Cl:1][C:2]1[CH:18]=[CH:17][C:5]2[CH2:6][CH2:7][N:8]([C:11](=[O:16])[C:12]([F:15])([F:14])[F:13])[CH2:9][CH2:10][C:4]=2[C:3]=1OS(C(F)(F)F)(=O)=O.[NH2:27][CH2:28][C:29]1[CH:30]=[N:31][C:32]([CH2:35][O:36][CH:37]([CH3:39])[CH3:38])=[CH:33][CH:34]=1. Product: [Cl:1][C:2]1[CH:18]=[CH:17][C:5]2[CH2:6][CH2:7][N:8]([C:11](=[O:16])[C:12]([F:15])([F:14])[F:13])[CH2:9][CH2:10][C:4]=2[C:3]=1[NH:27][CH2:28][C:29]1[CH:30]=[N:31][C:32]([CH2:35][O:36][CH:37]([CH3:39])[CH3:38])=[CH:33][CH:34]=1. The catalyst class is: 11. (6) Reactant: [CH3:1][N:2]1[CH:10]=[C:9]2[C:4]([CH:5]=[C:6]([NH:11][C:12]([C:14]3[CH:19]=[CH:18][CH:17]=[CH:16][C:15]=3[NH:20][CH2:21][C:22]3[CH:27]=[CH:26][N:25]=[C:24]([NH:28][C:29]([N:31]4[CH2:36][CH2:35][C:34](=[O:37])[CH2:33][CH2:32]4)=[O:30])[CH:23]=3)=[O:13])[CH:7]=[CH:8]2)=[N:3]1.[CH3:38][Li]. Product: [CH3:1][N:2]1[CH:10]=[C:9]2[C:4]([CH:5]=[C:6]([NH:11][C:12]([C:14]3[CH:19]=[CH:18][CH:17]=[CH:16][C:15]=3[NH:20][CH2:21][C:22]3[CH:27]=[CH:26][N:25]=[C:24]([NH:28][C:29]([N:31]4[CH2:32][CH2:33][C:34]([OH:37])([CH3:38])[CH2:35][CH2:36]4)=[O:30])[CH:23]=3)=[O:13])[CH:7]=[CH:8]2)=[N:3]1. The catalyst class is: 1. (7) Reactant: [NH:1]1[C:5]2[CH:6]=[CH:7][CH:8]=[CH:9][C:4]=2[N:3]=[C:2]1[CH2:10][N:11]1[C@@H:24]2[C@@H:15]([CH2:16][CH2:17][C:18]3[C:23]2=[N:22][CH:21]=[CH:20][CH:19]=3)[CH2:14][CH2:13][CH2:12]1.C(=O)([O-])[O-].[K+].[K+].Cl.Cl[CH2:33][CH2:34][CH2:35][N:36]1[CH2:41][CH2:40][O:39][CH2:38][CH2:37]1.[I-].[K+]. Product: [N:36]1([CH2:35][CH2:34][CH2:33][N:1]2[C:5]3[CH:6]=[CH:7][CH:8]=[CH:9][C:4]=3[N:3]=[C:2]2[CH2:10][N:11]2[C@@H:24]3[C@@H:15]([CH2:16][CH2:17][C:18]4[C:23]3=[N:22][CH:21]=[CH:20][CH:19]=4)[CH2:14][CH2:13][CH2:12]2)[CH2:41][CH2:40][O:39][CH2:38][CH2:37]1. The catalyst class is: 35.